Task: Regression/Classification. Given a drug SMILES string, predict its absorption, distribution, metabolism, or excretion properties. Task type varies by dataset: regression for continuous measurements (e.g., permeability, clearance, half-life) or binary classification for categorical outcomes (e.g., BBB penetration, CYP inhibition). Dataset: b3db_classification.. Dataset: Blood-brain barrier permeability classification from the B3DB database (1) The molecule is CN(C)c1nsc(N[C@@H](c2cnc3ccccc3c2)C2CC(O)C2)n1. The result is 1 (penetrates BBB). (2) The molecule is N=C1NC(=O)[C@@H](c2ccccc2)O1. The result is 1 (penetrates BBB). (3) The result is 1 (penetrates BBB). The molecule is CN1CC[C@@]23CCCC[C@H]2[C@H]1Cc1ccc(O)cc13. (4) The molecule is CC1CCN(CCCC(=O)c2ccc(F)cc2)CC1. The result is 1 (penetrates BBB).